This data is from Forward reaction prediction with 1.9M reactions from USPTO patents (1976-2016). The task is: Predict the product of the given reaction. (1) Given the reactants CS(Cl)(=O)=O.C([CH:8]1[C:12](O)([C:13]([OH:15])=[O:14])[C:11]2[C:17](=[O:22])[CH2:18][CH:19]([CH3:21])[CH2:20][C:10]=2[O:9]1)C.[CH2:23](N(CC)CC)[CH3:24].[OH-].[Na+], predict the reaction product. The product is: [O:22]=[C:17]1[C:11]2[C:12]([C:13]([O:15][CH2:23][CH3:24])=[O:14])=[CH:8][O:9][C:10]=2[CH2:20][CH:19]([CH3:21])[CH2:18]1. (2) Given the reactants [F:1][C:2]([F:21])([F:20])[O:3][C:4]1[CH:9]=[CH:8][C:7]([C:10]2[CH:18]=[CH:17][CH:16]=[C:15]3[C:11]=2[CH2:12][C:13](=[O:19])[NH:14]3)=[CH:6][CH:5]=1.[CH3:22][C:23]1[C:27]([C:28]([N:30]2[CH2:35][CH2:34][N:33]([CH3:36])[CH2:32][CH2:31]2)=[O:29])=[C:26]([CH3:37])[NH:25][C:24]=1[CH:38]=O, predict the reaction product. The product is: [CH3:22][C:23]1[C:27]([C:28]([N:30]2[CH2:31][CH2:32][N:33]([CH3:36])[CH2:34][CH2:35]2)=[O:29])=[C:26]([CH3:37])[NH:25][C:24]=1[CH:38]=[C:12]1[C:11]2[C:15](=[CH:16][CH:17]=[CH:18][C:10]=2[C:7]2[CH:6]=[CH:5][C:4]([O:3][C:2]([F:1])([F:20])[F:21])=[CH:9][CH:8]=2)[NH:14][C:13]1=[O:19]. (3) Given the reactants [C:1]([O:9]C)(=[O:8])[C:2]1[CH:7]=[CH:6][N:5]=[CH:4][CH:3]=1.I[CH2:12][CH2:13][CH2:14][CH3:15].[OH-:16].[Na+].Cl, predict the reaction product. The product is: [CH2:12]([N:5]1[CH:4]=[CH:3][C:2]([C:1]([OH:9])=[O:8])=[CH:7][C:6]1=[O:16])[CH2:13][CH2:14][CH3:15]. (4) Given the reactants O1CCCC1.CC1C=CC(C(C)C)=CC=1.[F:16][C:17]([F:26])([F:25])[C:18](=[O:24])[CH2:19][C:20]([O:22][CH3:23])=[O:21], predict the reaction product. The product is: [F:16][C:17]([F:25])([F:26])[CH:18]([OH:24])[CH2:19][C:20]([O:22][CH3:23])=[O:21]. (5) Given the reactants [CH3:1][C:2]1[CH:7]=[C:6]([C:8]#[C:9][C:10]2[N:11]=[C:12]([CH3:15])[NH:13][CH:14]=2)[CH:5]=[CH:4][N:3]=1.C(=O)([O-])[O-].[K+].[K+].Cl[C:23]1[N:28]=[CH:27][CH:26]=[CH:25][N:24]=1.O, predict the reaction product. The product is: [CH3:15][C:12]1[N:13]([C:23]2[N:28]=[CH:27][CH:26]=[CH:25][N:24]=2)[CH:14]=[C:10]([C:9]#[C:8][C:6]2[CH:5]=[CH:4][N:3]=[C:2]([CH3:1])[CH:7]=2)[N:11]=1. (6) Given the reactants [F:1][C:2]([F:13])([F:12])[CH2:3][CH:4]([CH2:7][C:8]([F:11])([F:10])[F:9])[CH:5]=O.[C:14]1(C)[C:15]([S@@:20]([NH2:22])=[O:21])=[CH:16][CH:17]=[CH:18][CH:19]=1.O.[CH3:25]COCC, predict the reaction product. The product is: [CH3:25][C:18]1[CH:19]=[CH:14][C:15]([S:20](/[N:22]=[CH:5]\[CH:4]([CH2:7][C:8]([F:11])([F:10])[F:9])[CH2:3][C:2]([F:13])([F:12])[F:1])=[O:21])=[CH:16][CH:17]=1. (7) The product is: [CH3:23][O:22][C:20]([C:18]1[N:17]([CH:2]2[C:6]([CH3:7])([CH3:24])[S:5](=[O:8])(=[O:9])[C:4]3[CH:10]=[CH:11][CH:12]=[CH:13][C:3]2=3)[CH:16]=[N:15][CH:19]=1)=[O:21]. Given the reactants C[C:2]1(O)[CH:6]([CH3:7])[S:5](=[O:9])(=[O:8])[C:4]2[CH:10]=[CH:11][CH:12]=[CH:13][C:3]1=2.[NH:15]1[CH:19]=[C:18]([C:20]([O:22][CH3:23])=[O:21])[N:17]=[CH:16]1.[C:24]1(P(C2C=CC=CC=2)C2C=CC=CC=2)C=CC=CC=1.N(C(OC(C)(C)C)=O)=NC(OC(C)(C)C)=O.Cl.O1CCOCC1, predict the reaction product.